Dataset: Full USPTO retrosynthesis dataset with 1.9M reactions from patents (1976-2016). Task: Predict the reactants needed to synthesize the given product. (1) Given the product [CH3:23][N:22]([CH3:24])[C:20]([C:17]1[N:18]=[CH:19][C:14]([O:1][C:2]2[CH:3]=[C:4]([CH:9]=[C:10]([OH:12])[CH:11]=2)[C:5]([O:7][CH3:8])=[O:6])=[N:15][CH:16]=1)=[O:21], predict the reactants needed to synthesize it. The reactants are: [OH:1][C:2]1[CH:3]=[C:4]([CH:9]=[C:10]([OH:12])[CH:11]=1)[C:5]([O:7][CH3:8])=[O:6].Cl[C:14]1[N:15]=[CH:16][C:17]([C:20]([N:22]([CH3:24])[CH3:23])=[O:21])=[N:18][CH:19]=1.C(=O)([O-])[O-].[Cs+].[Cs+].Cl. (2) Given the product [CH3:24][N:25]1[C:26](=[O:51])[C:27]([NH:40][C:41]2[CH:50]=[C:44]3[CH2:45][N:46]([CH3:49])[CH2:47][CH2:48][N:43]3[N:42]=2)=[CH:28][C:29]([C:2]2[C:7]([CH:8]=[O:9])=[C:6]([N:10]3[C:22](=[O:23])[C:14]4[CH:15]=[C:16]5[N:21]([C:13]=4[CH:12]=[N:11]3)[CH2:20][CH2:19][CH2:18][CH2:17]5)[N:5]=[CH:4][CH:3]=2)=[CH:30]1, predict the reactants needed to synthesize it. The reactants are: Cl[C:2]1[C:7]([CH:8]=[O:9])=[C:6]([N:10]2[C:22](=[O:23])[C:14]3[CH:15]=[C:16]4[N:21]([C:13]=3[CH:12]=[N:11]2)[CH2:20][CH2:19][CH2:18][CH2:17]4)[N:5]=[CH:4][CH:3]=1.[CH3:24][N:25]1[CH:30]=[C:29](B2OC(C)(C)C(C)(C)O2)[CH:28]=[C:27]([NH:40][C:41]2[CH:50]=[C:44]3[CH2:45][N:46]([CH3:49])[CH2:47][CH2:48][N:43]3[N:42]=2)[C:26]1=[O:51].C([O-])(=O)C.[Na+].[O-]P([O-])([O-])=O.[K+].[K+].[K+]. (3) Given the product [C:1]([O:5][C:6](=[O:20])[NH:7][C:8]1([C:11]2[O:12][C:13]([C:16]([NH:19][C:22]([O:24][CH2:25][C:26]3[CH:31]=[CH:30][CH:29]=[CH:28][CH:27]=3)=[O:23])([CH3:18])[CH3:17])=[CH:14][CH:15]=2)[CH2:10][CH2:9]1)([CH3:4])([CH3:2])[CH3:3], predict the reactants needed to synthesize it. The reactants are: [C:1]([O:5][C:6](=[O:20])[NH:7][C:8]1([C:11]2[O:12][C:13]([C:16]([NH2:19])([CH3:18])[CH3:17])=[CH:14][CH:15]=2)[CH2:10][CH2:9]1)([CH3:4])([CH3:3])[CH3:2].Cl[C:22]([O:24][CH2:25][C:26]1[CH:31]=[CH:30][CH:29]=[CH:28][CH:27]=1)=[O:23]. (4) Given the product [NH2:1][C:2]1[CH:3]=[CH:4][C:5]([C:8]2[CH:9]=[CH:10][C:11]([C:14]34[CH2:22][CH2:21][C:17]([CH2:23][OH:24])([CH2:18][CH2:19]3)[CH2:16][O:15]4)=[CH:12][CH:13]=2)=[N:6][CH:7]=1, predict the reactants needed to synthesize it. The reactants are: [NH2:1][C:2]1[CH:3]=[CH:4][C:5]([C:8]2[CH:13]=[CH:12][C:11]([C:14]34[CH2:22][CH2:21][C:17]([CH2:23][OH:24])([CH2:18][CH:19]3Br)[CH2:16][O:15]4)=[CH:10][CH:9]=2)=[N:6][CH:7]=1.CC(N=NC(C#N)(C)C)(C#N)C.CCCC[SnH](CCCC)CCCC. (5) Given the product [CH2:1]([N:3]1[CH2:8][CH2:7][N:6]([CH2:9][C:10]2[CH:18]=[CH:17][C:13]([C:14]([NH:56][C@H:57]3[C@H:62]4[C@@H:58]3[O:59][C:60]3[CH:66]=[CH:65][C:64]([O:67][C:68]5[C:69]6[CH2:70][CH2:71][C:72](=[O:78])[NH:73][C:74]=6[N:75]=[CH:76][CH:77]=5)=[CH:63][C:61]=34)=[O:16])=[CH:12][C:11]=2[C:19]([F:21])([F:20])[F:22])[CH2:5][CH2:4]1)[CH3:2], predict the reactants needed to synthesize it. The reactants are: [CH2:1]([N:3]1[CH2:8][CH2:7][N:6]([CH2:9][C:10]2[CH:18]=[CH:17][C:13]([C:14]([OH:16])=O)=[CH:12][C:11]=2[C:19]([F:22])([F:21])[F:20])[CH2:5][CH2:4]1)[CH3:2].CN(C(ON1N=NC2C=CC=NC1=2)=[N+](C)C)C.F[P-](F)(F)(F)(F)F.CCN(C(C)C)C(C)C.[NH2:56][C@H:57]1[C@H:62]2[C@@H:58]1[O:59][C:60]1[CH:66]=[CH:65][C:64]([O:67][C:68]3[CH:77]=[CH:76][N:75]=[C:74]4[C:69]=3[CH2:70][CH2:71][C:72](=[O:78])[NH:73]4)=[CH:63][C:61]=12. (6) Given the product [Cl:27][C:12]1[C:7](/[CH:6]=[CH:5]/[C:4]([O:3][CH2:1][CH3:2])=[O:24])=[CH:8][CH:9]=[C:10]([C:14]2[CH:19]=[CH:18][CH:17]=[C:16]([C:20]([F:23])([F:22])[F:21])[CH:15]=2)[N:11]=1, predict the reactants needed to synthesize it. The reactants are: [CH2:1]([O:3][C:4](=[O:24])/[CH:5]=[CH:6]/[C:7]1[CH:8]=[CH:9][C:10]([C:14]2[CH:19]=[CH:18][CH:17]=[C:16]([C:20]([F:23])([F:22])[F:21])[CH:15]=2)=[N+:11]([O-])[CH:12]=1)[CH3:2].O=P(Cl)(Cl)[Cl:27].